Dataset: Full USPTO retrosynthesis dataset with 1.9M reactions from patents (1976-2016). Task: Predict the reactants needed to synthesize the given product. (1) Given the product [CH3:38][S:35]([C:32]1[CH:33]=[CH:34][C:29]([C:25]2[C:24]3[N:23]([N:22]=[C:21]([NH:20][C:16]4[CH:17]=[CH:18][CH:19]=[C:14]([N:11]5[CH2:12][CH2:13][NH:8][CH2:9][CH2:10]5)[CH:15]=4)[N:39]=3)[CH:28]=[CH:27][CH:26]=2)=[CH:30][CH:31]=1)(=[O:36])=[O:37], predict the reactants needed to synthesize it. The reactants are: C(OC([N:8]1[CH2:13][CH2:12][N:11]([C:14]2[CH:19]=[CH:18][CH:17]=[C:16]([NH:20][C:21]3[N:39]=[C:24]4[C:25]([C:29]5[CH:34]=[CH:33][C:32]([S:35]([CH3:38])(=[O:37])=[O:36])=[CH:31][CH:30]=5)=[CH:26][CH:27]=[CH:28][N:23]4[N:22]=3)[CH:15]=2)[CH2:10][CH2:9]1)=O)(C)(C)C.FC(F)(F)C(O)=O. (2) Given the product [N:21]([CH2:2][C:3]1[CH:8]=[N:7][C:6]2[N:9]([CH2:12][CH3:13])[N:10]=[CH:11][C:5]=2[C:4]=1[NH:14][CH:15]1[CH2:20][CH2:19][O:18][CH2:17][CH2:16]1)=[N+:22]=[N-:23], predict the reactants needed to synthesize it. The reactants are: Cl[CH2:2][C:3]1[CH:8]=[N:7][C:6]2[N:9]([CH2:12][CH3:13])[N:10]=[CH:11][C:5]=2[C:4]=1[NH:14][CH:15]1[CH2:20][CH2:19][O:18][CH2:17][CH2:16]1.[N-:21]=[N+:22]=[N-:23].[Li+].O. (3) Given the product [CH:3]([CH:4]1[CH2:13][CH2:12][C:7]2([O:8][CH2:9][CH2:10][O:11]2)[CH2:6][CH2:5]1)=[CH2:2], predict the reactants needed to synthesize it. The reactants are: I[CH2:2][CH2:3][CH:4]1[CH2:13][CH2:12][C:7]2([O:11][CH2:10][CH2:9][O:8]2)[CH2:6][CH2:5]1.CN(C=O)C.CC(C)([O-])C.[K+].CCCCCCC. (4) Given the product [O:8]1[CH2:9][CH2:10][N:11]([C:14]2[CH:19]=[C:18]([C:20]3[CH:21]=[CH:22][CH:23]=[C:24]4[C:33]=3[S:32][C:31]3[CH:30]=[CH:29][C:28]([N:34]([CH2:35][C:36]5[CH:37]=[N:38][CH:39]=[CH:40][CH:41]=5)[C:1](=[O:3])[CH3:2])=[CH:27][C:26]=3[CH2:25]4)[NH:17][C:16](=[O:42])[CH:15]=2)[CH2:12][CH2:13]1, predict the reactants needed to synthesize it. The reactants are: [C:1](OC(=O)C)(=[O:3])[CH3:2].[O:8]1[CH2:13][CH2:12][N:11]([C:14]2[CH:19]=[C:18]([C:20]3[C:33]4[S:32][C:31]5[C:26](=[CH:27][C:28]([NH:34][CH2:35][C:36]6[CH:37]=[N:38][CH:39]=[CH:40][CH:41]=6)=[CH:29][CH:30]=5)[CH2:25][C:24]=4[CH:23]=[CH:22][CH:21]=3)[NH:17][C:16](=[O:42])[CH:15]=2)[CH2:10][CH2:9]1. (5) Given the product [C:1]([C:3]1[CH:11]=[CH:10][CH:9]=[C:8]2[C:4]=1[CH2:5][N:6]([CH:13]([CH2:21][CH2:22][C:23](=[O:25])[NH2:24])[C:14]([OH:16])=[O:15])[C:7]2=[O:12])#[N:2], predict the reactants needed to synthesize it. The reactants are: [C:1]([C:3]1[CH:11]=[CH:10][CH:9]=[C:8]2[C:4]=1[CH2:5][N:6]([CH:13]([CH2:21][CH2:22][C:23](=[O:25])[NH2:24])[C:14]([O:16]C(C)(C)C)=[O:15])[C:7]2=[O:12])#[N:2].FC(F)(F)C(O)=O. (6) Given the product [C:10]([O:8][C:7]([C:6]1[CH:5]=[CH:4][S:3][C:2]=1[Br:1])=[O:9])([CH3:20])([CH3:15])[CH3:11], predict the reactants needed to synthesize it. The reactants are: [Br:1][C:2]1[S:3][CH:4]=[CH:5][C:6]=1[C:7]([OH:9])=[O:8].[C:10]1([CH3:20])[CH:15]=CC(S(Cl)(=O)=O)=C[CH:11]=1.C(O)(C)(C)C.